Dataset: hERG Central: cardiac toxicity at 1µM, 10µM, and general inhibition. Task: Predict hERG channel inhibition at various concentrations. (1) The drug is COc1ccc(C2c3ccc4ccccc4c3Oc3ncn(CCN(C)C)c(=N)c32)cc1. Results: hERG_inhib (hERG inhibition (general)): blocker. (2) The compound is COc1ccc(CNCCC(c2ccccc2)c2ccc(OC(C)C)cc2)cc1OC. Results: hERG_inhib (hERG inhibition (general)): blocker. (3) The molecule is Cc1ccc(NC(=O)CSc2nc3ccccc3c(=O)n2CCCC(=O)NCCCN2CCOCC2)cc1C. Results: hERG_inhib (hERG inhibition (general)): blocker. (4) The drug is Cc1ccc(C(=O)N2CCN(CCNC(=O)C(=O)NCc3ccc(Cl)cc3)CC2)cc1. Results: hERG_inhib (hERG inhibition (general)): blocker. (5) Results: hERG_inhib (hERG inhibition (general)): blocker. The molecule is O=C(CN1CCOCC1)N/N=C/c1ccc(-c2ccc(Br)cc2)o1. (6) The compound is COc1cccc(-c2cc(CC3(O)CCN(CCCc4ccccc4)CC3)on2)c1. Results: hERG_inhib (hERG inhibition (general)): blocker. (7) The drug is COc1cccc(CNc2nc3nc(C)c(Cl)c(C)n3n2)c1. Results: hERG_inhib (hERG inhibition (general)): blocker. (8) The drug is CNC(=O)CSc1nccn1Cc1ccc(Cl)cc1. Results: hERG_inhib (hERG inhibition (general)): blocker. (9) The compound is CC(C)Oc1ccc(CN2CCC(n3nccc3NC(=O)CCc3ccccc3)CC2)cc1. Results: hERG_inhib (hERG inhibition (general)): blocker. (10) The compound is CCn1c(=O)cc(OCC(=O)NCCCN2CCN(c3cccc(Cl)c3)CC2)c2ccccc21. Results: hERG_inhib (hERG inhibition (general)): blocker.